Dataset: Forward reaction prediction with 1.9M reactions from USPTO patents (1976-2016). Task: Predict the product of the given reaction. (1) Given the reactants [Br:1][C:2]1[CH:3]=[C:4]2[C:9](=[CH:10][CH:11]=1)[NH:8][CH2:7][CH2:6][CH2:5]2.[Cl:12][CH2:13][C:14](Cl)=[O:15].C(=O)(O)[O-].[Na+], predict the reaction product. The product is: [Br:1][C:2]1[CH:3]=[C:4]2[C:9](=[CH:10][CH:11]=1)[N:8]([C:14](=[O:15])[CH2:13][Cl:12])[CH2:7][CH2:6][CH2:5]2. (2) Given the reactants [F:1][C:2]([F:16])([F:15])[C:3]1[CH:4]=[C:5]([CH:8]=[C:9]([C:11]([F:14])([F:13])[F:12])[CH:10]=1)[CH2:6]Cl.[C:17]([O:21][C:22]([N:24]1[C:32]2[C:27](=[CH:28][C:29]([OH:33])=[CH:30][CH:31]=2)[CH2:26][CH2:25]1)=[O:23])([CH3:20])([CH3:19])[CH3:18].C(=O)([O-])[O-].[K+].[K+], predict the reaction product. The product is: [F:1][C:2]([F:16])([F:15])[C:3]1[CH:4]=[C:5]([CH:8]=[C:9]([C:11]([F:14])([F:13])[F:12])[CH:10]=1)[CH2:6][O:33][C:29]1[CH:28]=[C:27]2[C:32](=[CH:31][CH:30]=1)[N:24]([C:22]([O:21][C:17]([CH3:20])([CH3:19])[CH3:18])=[O:23])[CH2:25][CH2:26]2. (3) The product is: [CH3:14][C:11]([C:15]1[N:19]([CH2:20][CH:21]2[CH2:26][CH2:25][O:24][CH2:23][CH2:22]2)[C:18]2[CH:27]=[CH:28][C:29]([S:31]([N:34]3[CH:38]=[CH:37][C:36]([C:39]([NH2:3])=[O:41])=[CH:35]3)(=[O:33])=[O:32])=[CH:30][C:17]=2[N:16]=1)([CH3:10])[CH2:12][CH3:13]. Given the reactants CC[N:3](C(C)C)C(C)C.[CH3:10][C:11]([C:15]1[N:19]([CH2:20][CH:21]2[CH2:26][CH2:25][O:24][CH2:23][CH2:22]2)[C:18]2[CH:27]=[CH:28][C:29]([S:31]([N:34]3[CH:38]=[CH:37][C:36]([C:39]([OH:41])=O)=[CH:35]3)(=[O:33])=[O:32])=[CH:30][C:17]=2[N:16]=1)([CH3:14])[CH2:12][CH3:13].CN(C(ON1N=NC2C=CC=NC1=2)=[N+](C)C)C.F[P-](F)(F)(F)(F)F.N, predict the reaction product. (4) Given the reactants [C:1]1([CH:7]2[O:14][CH2:13][C@H:12]3[C@:10]([CH2:15]O)([CH2:11]3)[CH2:9][O:8]2)[CH:6]=[CH:5][CH:4]=[CH:3][CH:2]=1.[Cl:17][C:18]1[N:26]=[C:25]([NH2:27])[N:24]=[C:23]2[C:19]=1[N:20]=[CH:21][NH:22]2.C1(P(C2C=CC=CC=2)C2C=CC=CC=2)C=CC=CC=1.CC(OC(/N=N/C(OC(C)C)=O)=O)C, predict the reaction product. The product is: [Cl:17][C:18]1[N:26]=[C:25]([NH2:27])[N:24]=[C:23]2[C:19]=1[N:20]=[CH:21][N:22]2[CH2:15][C@:10]12[CH2:11][C@H:12]1[CH2:13][O:14][CH:7]([C:1]1[CH:2]=[CH:3][CH:4]=[CH:5][CH:6]=1)[O:8][CH2:9]2. (5) The product is: [CH2:5]([C:9]1[S:13][C:12]([S:14]([NH2:17])(=[O:16])=[O:15])=[C:11]([C:22]2[CH:27]=[CH:26][C:25]([CH2:28][N:29]3[CH:33]=[N:32][N:31]=[N:30]3)=[CH:24][CH:23]=2)[CH:10]=1)[CH:6]([CH3:8])[CH3:7]. Given the reactants B(Cl)(Cl)Cl.[CH2:5]([C:9]1[S:13][C:12]([S:14]([NH:17]C(C)(C)C)(=[O:16])=[O:15])=[C:11]([C:22]2[CH:27]=[CH:26][C:25]([CH2:28][N:29]3[CH:33]=[N:32][N:31]=[N:30]3)=[CH:24][CH:23]=2)[CH:10]=1)[CH:6]([CH3:8])[CH3:7].O, predict the reaction product. (6) Given the reactants FC(F)(F)C(O)=O.C([O:12][C:13](=[O:22])[CH2:14][C:15](=[O:21])[CH2:16][C:17](=O)[CH2:18][CH3:19])(C)(C)C, predict the reaction product. The product is: [CH2:18]([C:17]1[O:16][C:15](=[O:21])[CH:14]=[C:13]([OH:12])[CH:22]=1)[CH3:19].